From a dataset of Catalyst prediction with 721,799 reactions and 888 catalyst types from USPTO. Predict which catalyst facilitates the given reaction. (1) Reactant: [O:1]=[S:2]1(=[O:32])[C:8]2[CH:9]=[C:10]([O:14][CH2:15][CH2:16][C:17](O)=[O:18])[C:11]([Br:13])=[CH:12][C:7]=2[N:6]([C:20]2[CH:25]=[CH:24][CH:23]=[CH:22][CH:21]=2)[CH2:5][C:4]([CH2:28][CH2:29][CH2:30][CH3:31])([CH2:26][CH3:27])[CH2:3]1.[C:33]([O:37][C:38]([C@H:40]([NH2:47])[C:41]1[CH:46]=[CH:45][CH:44]=[CH:43][CH:42]=1)=[O:39])([CH3:36])([CH3:35])[CH3:34].N1C(C)=CC=CC=1C.CN(C(ON1N=NC2C=CC=CC1=2)=[N+](C)C)C.[B-](F)(F)(F)F. Product: [O:32]=[S:2]1(=[O:1])[C:8]2[CH:9]=[C:10]([O:14][CH2:15][CH2:16][C:17](=[O:18])[NH:47][C@@H:40]([C:38]([O:37][C:33]([CH3:36])([CH3:34])[CH3:35])=[O:39])[C:41]3[CH:42]=[CH:43][CH:44]=[CH:45][CH:46]=3)[C:11]([Br:13])=[CH:12][C:7]=2[N:6]([C:20]2[CH:25]=[CH:24][CH:23]=[CH:22][CH:21]=2)[CH2:5][C:4]([CH2:28][CH2:29][CH2:30][CH3:31])([CH2:26][CH3:27])[CH2:3]1. The catalyst class is: 2. (2) Reactant: [C:1]([O-:4])(=[O:3])[CH3:2].[Co+3:5].[C:6]([O-:9])(=[O:8])[CH3:7].C([O-])(=O)C. Product: [C:1]([O-:4])(=[O:3])[CH3:2].[Co+2:5].[C:6]([O-:9])(=[O:8])[CH3:7]. The catalyst class is: 15.